From a dataset of Reaction yield outcomes from USPTO patents with 853,638 reactions. Predict the reaction yield, written as a fraction of the theoretical maximum amount of product (1.0 means a 100% yield; for example, 0.34 means a 34% yield). (1) The reactants are [F:1][C:2]1[CH:9]=[CH:8][C:5]([CH2:6]Br)=[CH:4][CH:3]=1.[C:10]([O:14][C:15]([N:17]1[CH2:27][CH2:26][C:20]2([NH:24][NH:23][C:22](=[O:25])[CH2:21]2)[CH2:19][CH2:18]1)=[O:16])([CH3:13])([CH3:12])[CH3:11]. The catalyst is CN(C=O)C. The product is [C:10]([O:14][C:15]([N:17]1[CH2:27][CH2:26][C:20]2([N:24]([CH2:6][C:5]3[CH:8]=[CH:9][C:2]([F:1])=[CH:3][CH:4]=3)[NH:23][C:22](=[O:25])[CH2:21]2)[CH2:19][CH2:18]1)=[O:16])([CH3:13])([CH3:11])[CH3:12]. The yield is 0.390. (2) The reactants are [CH2:1]([O:8][C:9]([C:11]1[C:20](Br)=[C:19]([O:22][CH2:23][C:24]2[CH:29]=[CH:28][CH:27]=[CH:26][CH:25]=2)[C:18]2[C:13](=[C:14]([O:30][CH2:31][C:32]3[CH:37]=[CH:36][CH:35]=[CH:34][CH:33]=3)[CH:15]=[CH:16][CH:17]=2)[N:12]=1)=[O:10])[C:2]1[CH:7]=[CH:6][CH:5]=[CH:4][CH:3]=1.CO[C:40]1[CH:45]=[CH:44][C:43](B(O)O)=[CH:42][CH:41]=1.C1(B(O)O)C=CC=CC=1. No catalyst specified. The product is [CH2:1]([O:8][C:9]([C:11]1[C:20]([C:40]2[CH:45]=[CH:44][CH:43]=[CH:42][CH:41]=2)=[C:19]([O:22][CH2:23][C:24]2[CH:29]=[CH:28][CH:27]=[CH:26][CH:25]=2)[C:18]2[C:13](=[C:14]([O:30][CH2:31][C:32]3[CH:37]=[CH:36][CH:35]=[CH:34][CH:33]=3)[CH:15]=[CH:16][CH:17]=2)[N:12]=1)=[O:10])[C:2]1[CH:7]=[CH:6][CH:5]=[CH:4][CH:3]=1. The yield is 0.200. (3) The reactants are [Cl:1][CH2:2][CH2:3][CH2:4][CH2:5][C:6]#[CH:7].C([Li])CCC.Cl[Si:14]([CH3:17])([CH3:16])[CH3:15]. The catalyst is CCOCC. The product is [Cl:1][CH2:2][CH2:3][CH2:4][CH2:5][C:6]#[C:7][Si:14]([CH3:17])([CH3:16])[CH3:15]. The yield is 0.930. (4) The reactants are Cl.CN(C)CC(O)=O.C(=O)([O-])[O-].[Cs+].[Cs+].[Cl:15][C:16]1[CH:17]=[CH:18][C:19]([CH3:23])=[C:20]([OH:22])[CH:21]=1.Br[C:25]1[CH:30]=[CH:29][C:28]([F:31])=[CH:27][C:26]=1[CH3:32]. The catalyst is O1CCOCC1.C(OCC)(=O)C. The product is [Cl:15][C:16]1[CH:17]=[CH:18][C:19]([CH3:23])=[C:20]([O:22][C:25]2[CH:30]=[CH:29][C:28]([F:31])=[CH:27][C:26]=2[CH3:32])[CH:21]=1. The yield is 0.390.